Predict the reactants needed to synthesize the given product. From a dataset of Full USPTO retrosynthesis dataset with 1.9M reactions from patents (1976-2016). (1) Given the product [CH2:10]([O:9][C:7](=[O:8])[C:6]1[C:5]([OH:12])=[CH:17][C:18]([CH3:19])=[N:20][C:22]=1[OH:24])[CH3:11], predict the reactants needed to synthesize it. The reactants are: [Na].C(O[C:5](=[O:12])[CH2:6][C:7]([O:9][CH2:10][CH3:11])=[O:8])C.C(OC(=O)/[CH:17]=[C:18](\[NH2:20])/[CH3:19])C.[CH2:22]([OH:24])C. (2) The reactants are: C[O:2][C:3](=[O:42])[C:4]1[CH:9]=[CH:8][C:7]([C:10]2[N:33]([CH2:34][O:35][CH2:36][CH2:37][Si:38]([CH3:41])([CH3:40])[CH3:39])[C:13]3[N:14]=[CH:15][N:16]=[C:17]([C:18]4[CH:23]=[CH:22][C:21]([O:24][CH:25]5[CH2:30][CH2:29][O:28][CH2:27][CH2:26]5)=[C:20]([C:31]#[N:32])[CH:19]=4)[C:12]=3[CH:11]=2)=[CH:6][CH:5]=1.[C:31]([C:20]1[CH:19]=[C:18]([C:17]2[C:12]3[CH:11]=[C:10]([C:7]4[CH:6]=[CH:5][C:4]([C:3]([OH:2])=[O:42])=[CH:9][CH:8]=4)[N:33]([CH2:34][O:35][CH2:36][CH2:37][Si:38]([CH3:39])([CH3:41])[CH3:40])[C:13]=3[N:14]=[CH:15][N:16]=2)[CH:23]=[CH:22][C:21]=1[O:24][CH:25]1[CH2:30][CH2:29][O:28][CH2:27][CH2:26]1)#[N:32].CO.[OH-].[Li+]. Given the product [C:31]([C:20]1[CH:19]=[C:18]([C:17]2[C:12]3[CH:11]=[C:10]([C:7]4[CH:8]=[CH:9][C:4]([C:3]([OH:42])=[O:2])=[CH:5][CH:6]=4)[N:33]([CH2:34][O:35][CH2:36][CH2:37][Si:38]([CH3:41])([CH3:40])[CH3:39])[C:13]=3[N:14]=[CH:15][N:16]=2)[CH:23]=[CH:22][C:21]=1[O:24][CH:25]1[CH2:26][CH2:27][O:28][CH2:29][CH2:30]1)#[N:32], predict the reactants needed to synthesize it. (3) Given the product [OH:8][C:9]1[CH:14]=[CH:13][C:12]([N:15]2[C:19]3[CH:20]=[CH:21][C:22]([C:24]([OH:26])=[O:25])=[CH:23][C:18]=3[N:17]=[N:16]2)=[CH:11][CH:10]=1, predict the reactants needed to synthesize it. The reactants are: C([O:8][C:9]1[CH:14]=[CH:13][C:12]([N:15]2[C:19]3[CH:20]=[CH:21][C:22]([C:24]([OH:26])=[O:25])=[CH:23][C:18]=3[N:17]=[N:16]2)=[CH:11][CH:10]=1)C1C=CC=CC=1.O. (4) Given the product [Cl:18][C:19]1[CH:24]=[C:23]([Cl:25])[CH:22]=[CH:21][C:20]=1[S:26][C:4]1[CH:11]=[CH:10][CH:9]=[CH:8][C:5]=1[CH:6]=[O:7], predict the reactants needed to synthesize it. The reactants are: [N+]([C:4]1[CH:11]=[CH:10][CH:9]=[CH:8][C:5]=1[CH:6]=[O:7])([O-])=O.C([O-])([O-])=O.[K+].[K+].[Cl:18][C:19]1[CH:24]=[C:23]([Cl:25])[CH:22]=[CH:21][C:20]=1[SH:26].O. (5) Given the product [CH3:1][O:2][C:3](=[O:25])[C@@H:4]([NH:9][C:10](=[O:24])[C:11]1[CH:16]=[CH:15][C:14]([N:17]2[CH2:22][CH2:21][CH:20]([NH:26][CH2:27][CH:28]([OH:29])[C:30]3[CH:31]=[CH:32][C:33]([OH:41])=[C:34]([NH:36][S:37]([CH3:40])(=[O:39])=[O:38])[CH:35]=3)[CH2:19][CH2:18]2)=[CH:13][CH:12]=1)[CH2:5][CH:6]([CH3:8])[CH3:7], predict the reactants needed to synthesize it. The reactants are: [CH3:1][O:2][C:3](=[O:25])[C@@H:4]([NH:9][C:10](=[O:24])[C:11]1[CH:16]=[CH:15][C:14]([N:17]2[CH2:22][CH2:21][C:20](=O)[CH2:19][CH2:18]2)=[CH:13][CH:12]=1)[CH2:5][CH:6]([CH3:8])[CH3:7].[NH2:26][CH2:27][C@@H:28]([C:30]1[CH:31]=[CH:32][C:33]([OH:41])=[C:34]([NH:36][S:37]([CH3:40])(=[O:39])=[O:38])[CH:35]=1)[OH:29].